Task: Predict the reactants needed to synthesize the given product.. Dataset: Full USPTO retrosynthesis dataset with 1.9M reactions from patents (1976-2016) Given the product [C:1]([C:5]1[N:10]=[CH:9][N:8]=[C:7]([N:11]2[C:24](=[O:26])[C@H:23]([CH3:29])[N:22]([CH3:21])[C:12]2=[O:13])[CH:6]=1)([CH3:4])([CH3:2])[CH3:3], predict the reactants needed to synthesize it. The reactants are: [C:1]([C:5]1[N:10]=[CH:9][N:8]=[C:7]([NH:11][C:12](=O)[O:13]C2C=CC=CC=2)[CH:6]=1)([CH3:4])([CH3:3])[CH3:2].[CH3:21][NH:22][C@@H:23]([CH3:29])[C:24]([O:26]CC)=O.O.